Dataset: Catalyst prediction with 721,799 reactions and 888 catalyst types from USPTO. Task: Predict which catalyst facilitates the given reaction. Reactant: [C:1]([NH:5][C:6]1[N:7]=[C:8]([Cl:17])[CH:9]=[C:10]2[C:15]=1[C:14](=[O:16])[NH:13][CH:12]=[CH:11]2)([CH3:4])([CH3:3])[CH3:2].C([O-])([O-])=O.[Cs+].[Cs+].Cl[CH2:25][CH:26]([OH:29])[CH2:27][OH:28].C(OCC)(=O)C. Product: [C:1]([NH:5][C:6]1[N:7]=[C:8]([Cl:17])[CH:9]=[C:10]2[C:15]=1[C:14](=[O:16])[N:13]([CH2:25][CH:26]([OH:29])[CH2:27][OH:28])[CH:12]=[CH:11]2)([CH3:4])([CH3:2])[CH3:3]. The catalyst class is: 3.